This data is from Forward reaction prediction with 1.9M reactions from USPTO patents (1976-2016). The task is: Predict the product of the given reaction. (1) The product is: [N:15]1[CH:16]2[CH:21]([CH2:20][CH2:19][CH2:18][CH2:17]2)[N:22]=[CH:23][C:14]=1[O:13][CH:11]1[CH2:10][CH2:9][N:8]([C:6]2[C:84]3[C:37](=[CH:38][C:39]([O:41][CH3:42])=[C:87]([O:86][CH3:85])[CH:83]=3)[N:36]=[CH:34][N:57]=2)[CH2:12]1. Given the reactants C(O[C:6]([N:8]1[CH2:12][CH:11]([O:13][C:14]2[CH:23]=[N:22][C:21]3[C:16](=[CH:17][CH:18]=[CH:19][CH:20]=3)[N:15]=2)[CH2:10][CH:9]1C(=O)N(C)C)=O)(C)(C)C.C(O[C:34]([N:36]1C[CH:39]([O:41][C:42]2C=NC3C(=CC=CC=3)N=2)[CH2:38][CH:37]1C(O)=O)=O)(C)(C)C.C([N:57](CC)CC)C.CNC.CCCP1(OP(CCC)(=O)OP(CCC)(=O)O1)=O.[CH2:83]1[CH2:87][O:86][CH2:85][CH2:84]1, predict the reaction product. (2) Given the reactants [OH:1][C:2]12[C:13]3[C:8](=[C:9]([N+:14]([O-])=O)[CH:10]=[CH:11][CH:12]=3)[C:7](=[O:17])[C:6]1([NH:18][C:19]([C:21]1[CH:30]=[C:29]([O:31][CH3:32])[C:28]3[C:23](=[CH:24][CH:25]=[CH:26][CH:27]=3)[N:22]=1)=[O:20])[C:5]1[CH:33]=[CH:34][C:35]([CH:37]([CH3:39])[CH3:38])=[CH:36][C:4]=1[O:3]2.C(O)C, predict the reaction product. The product is: [NH2:14][C:9]1[CH:10]=[CH:11][CH:12]=[C:13]2[C:8]=1[C:7](=[O:17])[C:6]1([NH:18][C:19]([C:21]3[CH:30]=[C:29]([O:31][CH3:32])[C:28]4[C:23](=[CH:24][CH:25]=[CH:26][CH:27]=4)[N:22]=3)=[O:20])[C:5]3[CH:33]=[CH:34][C:35]([CH:37]([CH3:39])[CH3:38])=[CH:36][C:4]=3[O:3][C:2]12[OH:1]. (3) The product is: [CH:25]([NH:24][C:22]1[N:21]=[C:20]([NH:28][C:29]2[CH:34]=[CH:33][N:32]=[C:31]([C:35]([F:36])([F:38])[F:37])[CH:30]=2)[N:19]=[C:18]([C:14]2[CH:13]=[C:12]([C:9]3([OH:8])[CH2:10][CH2:11]3)[CH:17]=[CH:16][CH:15]=2)[N:23]=1)([CH3:27])[CH3:26]. Given the reactants [Si]([O:8][C:9]1([C:12]2[CH:13]=[C:14]([C:18]3[N:23]=[C:22]([NH:24][CH:25]([CH3:27])[CH3:26])[N:21]=[C:20]([NH:28][C:29]4[CH:34]=[CH:33][N:32]=[C:31]([C:35]([F:38])([F:37])[F:36])[CH:30]=4)[N:19]=3)[CH:15]=[CH:16][CH:17]=2)[CH2:11][CH2:10]1)(C(C)(C)C)(C)C.CCCC[N+](CCCC)(CCCC)CCCC.[F-], predict the reaction product.